This data is from Experimentally validated miRNA-target interactions with 360,000+ pairs, plus equal number of negative samples. The task is: Binary Classification. Given a miRNA mature sequence and a target amino acid sequence, predict their likelihood of interaction. (1) The miRNA is hsa-miR-940 with sequence AAGGCAGGGCCCCCGCUCCCC. The protein sequence of the target gene is MAEFPSKVSTRTSSPAQGAEASVSALRPDLGFVRSRLGALMLLQLVLGLLVWALIADTPYHLYPAYGWVMFVAVFLWLVTIVLFNLYLFQLHMKLYMVPWPLVLMIFNISATVLYITAFIACSAAVDLTSLRGTRPYNQRAAASFFACLVMIAYGVSAFFSYQAWRGVGSNAATSQMAGGYA. Result: 1 (interaction). (2) The miRNA is mmu-miR-1901 with sequence CCGCUCGUACUCCCGGGGGUCC. The protein sequence of the target gene is MARSPGRAYALLLLLICFNVGSGLHLQVLSTRNENKLLPKHPHLVRQKRAWITAPVALREGEDLSKKNPIAKIHSDLAEERGLKITYKYTGKGITEPPFGIFVFNKDTGELNVTSILDREETPFFLLTGYALDARGNNVEKPLELRIKVLDINDNEPVFTQDVFVGSVEELSAAHTLVMKINATDADEPNTLNSKISYRIVSLEPAYPPVFYLNKDTGEIYTTSVTLDREEHSSYTLTVEARDGNGEVTDKPVKQAQVQIRILDVNDNIPVVENKVLEGMVEENQVNVEVTRIKVFDADE.... Result: 0 (no interaction). (3) The miRNA is hsa-miR-4316 with sequence GGUGAGGCUAGCUGGUG. The protein sequence of the target gene is MLTDFLQAPVMAPWSPFSLHLLLLFLPLLPLTRVHRFSVPNTSFNHLVLAPDQGKLYVGAVNHLFQLSPELKMESVAVTGPVIDSPDCVPFRDLAECPQAQLTDNANQLLLVSSRTQELVACGQVKQGVCEKRRLGDVTQVLYQAEDPGDGQFVAANTLGVTTVGLVVPLPGRDLLLVARGLAGKLSAGVPPLTVRQLAGPQPFSSEGLGRLVVGDFSDYNNSYVGAFSDAHSAYFVFRRRGARAQTEYRSYVARVCLRDVNLYSYVEMPLTCHGQGLIQAAFLTPDTLLGAFSAGTSQA.... Result: 0 (no interaction). (4) The miRNA is hsa-miR-7154-3p with sequence AGGAGGACAAGUUGUGGGAU. The protein sequence of the target gene is MFPAQEEADRTVFVGNLEARVREEILYELFLQAGPLTKVTLCKDRDGKPKSFGFVCFKHPESVSYAIALLNGIRLYGRPINVQYRFGSSRSSEPANQSFESCAKINSHSFRNDEMAGRPSFPVPFFPITSAALPQEYFFFQKMPWYAHSPVLQPPFCEMPAPLPNSVPGSCALNHSPGPEAGPSSYEWTHQPPSDPDLYPRNKRKRQRPDSDSDSSSEDKRGNEGSQKCRKCKKKKRY. Result: 0 (no interaction).